The task is: Predict the product of the given reaction.. This data is from Forward reaction prediction with 1.9M reactions from USPTO patents (1976-2016). Given the reactants C1CCN2C(=NCCC2)CC1.C1(C)C=CC=CC=1.Cl[C:20]([F:45])([F:44])[CH2:21][CH2:22][S:23][CH:24]([C:35]1[C:40]([F:41])=[CH:39][CH:38]=[C:37]([F:42])[C:36]=1[F:43])[C:25]1[C:26]([CH3:34])=[CH:27][C:28]([C:31]([NH2:33])=[O:32])=[N:29][CH:30]=1.[Cl-].[NH4+], predict the reaction product. The product is: [F:45][C:20]([F:44])=[CH:21][CH2:22][S:23][CH:24]([C:35]1[C:40]([F:41])=[CH:39][CH:38]=[C:37]([F:42])[C:36]=1[F:43])[C:25]1[C:26]([CH3:34])=[CH:27][C:28]([C:31]([NH2:33])=[O:32])=[N:29][CH:30]=1.